From a dataset of Full USPTO retrosynthesis dataset with 1.9M reactions from patents (1976-2016). Predict the reactants needed to synthesize the given product. (1) Given the product [CH:14]1([CH:20]2[NH:1][C:2]3[C:7]([Br:8])=[CH:6][C:5]([Br:9])=[CH:4][C:3]=3[S:10](=[O:12])(=[O:11])[NH:13]2)[CH2:19][CH2:18][CH2:17][CH2:16][CH2:15]1, predict the reactants needed to synthesize it. The reactants are: [NH2:1][C:2]1[C:7]([Br:8])=[CH:6][C:5]([Br:9])=[CH:4][C:3]=1[S:10]([NH2:13])(=[O:12])=[O:11].[CH:14]1([CH:20]=O)[CH2:19][CH2:18][CH2:17][CH2:16][CH2:15]1. (2) Given the product [CH3:1][O:2][C:3]([C:4]1[CH:9]=[CH:8][C:7]2[C:6]([CH:5]=1)=[N:12][N:20]([CH2:19][CH:18]([CH2:21][CH3:22])[CH2:16][CH3:17])[CH:10]=2)=[O:15], predict the reactants needed to synthesize it. The reactants are: [CH3:1][O:2][C:3](=[O:15])[C:4]1[CH:9]=[CH:8][C:7]([CH:10]=O)=[C:6]([N+:12]([O-])=O)[CH:5]=1.[CH2:16]([CH:18]([CH2:21][CH3:22])[CH2:19][NH2:20])[CH3:17]. (3) Given the product [CH3:1][O:2][C:3](=[O:12])[C:4]1[CH:5]=[C:6]([I:11])[CH:7]=[C:8]([C:28]([C:25]2[CH:24]=[CH:23][C:22]([NH:21][CH2:20][C:17]3[CH:16]=[CH:15][C:14]([Cl:13])=[CH:19][CH:18]=3)=[CH:27][N:26]=2)=[O:29])[CH:9]=1, predict the reactants needed to synthesize it. The reactants are: [CH3:1][O:2][C:3](=[O:12])[C:4]1[CH:9]=[C:8](I)[CH:7]=[C:6]([I:11])[CH:5]=1.[Cl:13][C:14]1[CH:19]=[CH:18][C:17]([CH2:20][NH:21][C:22]2[CH:23]=[CH:24][C:25]([CH:28]=[O:29])=[N:26][CH:27]=2)=[CH:16][CH:15]=1.[Cr](Cl)([O-])(=O)=O.[NH+]1C=CC=CC=1. (4) The reactants are: [F:1][C:2]1[CH:7]=[CH:6][C:5]([C:8]2[S:9][CH:10]=[C:11]([C:13]([CH3:18])([CH3:17])C(O)=O)[N:12]=2)=[CH:4][CH:3]=1.[CH2:19]([N:21]([CH2:24]C)[CH2:22]C)C.Cl[C:27]([O:29][CH2:30][CH:31]([CH3:33])[CH3:32])=[O:28].[N-:34]=[N+]=[N-].[Na+].N12CCC(CC1)[C@H](O)C2. Given the product [F:1][C:2]1[CH:3]=[CH:4][C:5]([C:8]2[S:9][CH:10]=[C:11]([C:13]([NH:34][C:27](=[O:28])[O:29][C@H:30]3[CH:31]4[CH2:33][CH2:24][N:21]([CH2:22][CH2:32]4)[CH2:19]3)([CH3:17])[CH3:18])[N:12]=2)=[CH:6][CH:7]=1, predict the reactants needed to synthesize it. (5) The reactants are: [Cl:1][C:2]1[CH:3]=[C:4]([C:12]2[O:16][N:15]=[C:14]([C:17]3[C:18]([CH3:34])=[C:19]4[C:24](=[CH:25][CH:26]=3)[CH2:23][N:22](C(OC(C)(C)C)=O)[CH2:21][CH2:20]4)[N:13]=2)[CH:5]=[CH:6][C:7]=1[O:8][CH:9]([CH3:11])[CH3:10].Cl. Given the product [ClH:1].[Cl:1][C:2]1[CH:3]=[C:4]([C:12]2[O:16][N:15]=[C:14]([C:17]3[C:18]([CH3:34])=[C:19]4[C:24](=[CH:25][CH:26]=3)[CH2:23][NH:22][CH2:21][CH2:20]4)[N:13]=2)[CH:5]=[CH:6][C:7]=1[O:8][CH:9]([CH3:11])[CH3:10], predict the reactants needed to synthesize it. (6) Given the product [ClH:29].[CH3:28][O:27][C:24]1[N:25]=[CH:26][C:21]([C:18]2[N:17]=[C:16]([CH2:15][O:14][CH:11]3[CH2:12][CH2:13][NH:8][CH2:9][CH2:10]3)[O:20][N:19]=2)=[CH:22][N:23]=1, predict the reactants needed to synthesize it. The reactants are: C(OC([N:8]1[CH2:13][CH2:12][CH:11]([O:14][CH2:15][C:16]2[O:20][N:19]=[C:18]([C:21]3[CH:22]=[N:23][C:24]([O:27][CH3:28])=[N:25][CH:26]=3)[N:17]=2)[CH2:10][CH2:9]1)=O)(C)(C)C.[ClH:29]. (7) Given the product [CH2:1]([N:8]1[CH2:12][CH:11]([C:13]2[CH:14]=[CH:15][C:16]([Cl:19])=[CH:17][CH:18]=2)[C:10]([CH2:21][O:22][C:26]2[CH:31]=[CH:30][C:29]([Cl:32])=[CH:28][N:27]=2)([CH3:20])[CH2:9]1)[C:2]1[CH:3]=[CH:4][CH:5]=[CH:6][CH:7]=1, predict the reactants needed to synthesize it. The reactants are: [CH2:1]([N:8]1[CH2:12][CH:11]([C:13]2[CH:18]=[CH:17][C:16]([Cl:19])=[CH:15][CH:14]=2)[C:10]([CH2:21][OH:22])([CH3:20])[CH2:9]1)[C:2]1[CH:7]=[CH:6][CH:5]=[CH:4][CH:3]=1.[H-].[Na+].Br[C:26]1[CH:31]=[CH:30][C:29]([Cl:32])=[CH:28][N:27]=1. (8) Given the product [CH3:13][C:12]1[CH:11]=[CH:10][C:6]([C:7]([NH:56][C:55]2[CH:57]=[C:58]([C:60]([F:61])([F:62])[F:63])[CH:59]=[C:53]([N:49]3[CH:50]=[CH:51][N:52]=[C:48]3[CH3:47])[CH:54]=2)=[O:9])=[CH:5][C:4]=1[N+:1]([O-:3])=[O:2], predict the reactants needed to synthesize it. The reactants are: [N+:1]([C:4]1[CH:5]=[C:6]([CH:10]=[CH:11][C:12]=1[CH3:13])[C:7]([OH:9])=O)([O-:3])=[O:2].CN(C(ON1N=NC2C=CC=NC1=2)=[N+](C)C)C.F[P-](F)(F)(F)(F)F.CCN(C(C)C)C(C)C.[CH3:47][C:48]1[N:49]([C:53]2[CH:54]=[C:55]([CH:57]=[C:58]([C:60]([F:63])([F:62])[F:61])[CH:59]=2)[NH2:56])[CH:50]=[CH:51][N:52]=1. (9) Given the product [NH:5]1[CH:6]=[CH:7][C:2](=[O:1])[C:3]2=[CH:15][CH:14]=[CH:13][N:4]12, predict the reactants needed to synthesize it. The reactants are: [O:1]=[C:2]1[C:7](C(OCC)=O)=[CH:6][NH:5][N:4]2[CH:13]=[CH:14][CH:15]=[C:3]12.[Na+].[Cl-].O. (10) Given the product [NH2:1][C:22]1[CH:23]=[CH:24][C:25]([F:56])=[C:26]([C@:28]2([CH3:55])[C@H:34]3[C@:32]([C:35]([O:37][CH3:38])=[O:36])([CH2:33]3)[S:31][C:30]([N:39]([C:48]([O:50][C:51]([CH3:54])([CH3:53])[CH3:52])=[O:49])[CH2:40][O:41][CH2:42][CH2:43][Si:44]([CH3:47])([CH3:46])[CH3:45])=[N:29]2)[CH:27]=1, predict the reactants needed to synthesize it. The reactants are: [NH2:1]C1C=CC(F)=C([C@]2(C)[C@H]3[C@](C(F)F)(C3)SC(N)=N2)C=1.Br[C:22]1[CH:23]=[CH:24][C:25]([F:56])=[C:26]([C@:28]2([CH3:55])[C@H:34]3[C@:32]([C:35]([O:37][CH3:38])=[O:36])([CH2:33]3)[S:31][C:30]([N:39]([C:48]([O:50][C:51]([CH3:54])([CH3:53])[CH3:52])=[O:49])[CH2:40][O:41][CH2:42][CH2:43][Si:44]([CH3:47])([CH3:46])[CH3:45])=[N:29]2)[CH:27]=1.[N-]=[N+]=[N-].[Na+].O=C1O[C@H]([C@H](CO)O)C([O-])=C1O.[Na+].CP(C)C.C1COCC1.